From a dataset of Reaction yield outcomes from USPTO patents with 853,638 reactions. Predict the reaction yield, written as a fraction of the theoretical maximum amount of product (1.0 means a 100% yield; for example, 0.34 means a 34% yield). (1) The reactants are [CH3:1][NH:2][C:3]([C:5]1[CH:10]=[CH:9][C:8](B(O)O)=[CH:7][CH:6]=1)=[O:4].Br[C:15]1[N:20]=[C:19]2[S:21][C:22]([NH:24][C:25](=[O:37])[C:26]3[CH:31]=[CH:30][C:29]([C:32]([CH3:36])([CH3:35])[CH2:33][OH:34])=[CH:28][CH:27]=3)=[N:23][C:18]2=[CH:17][CH:16]=1. No catalyst specified. The product is [OH:34][CH2:33][C:32]([C:29]1[CH:30]=[CH:31][C:26]([C:25]([NH:24][C:22]2[S:21][C:19]3[C:18]([N:23]=2)=[CH:17][CH:16]=[C:15]([C:8]2[CH:9]=[CH:10][C:5]([C:3](=[O:4])[NH:2][CH3:1])=[CH:6][CH:7]=2)[N:20]=3)=[O:37])=[CH:27][CH:28]=1)([CH3:36])[CH3:35]. The yield is 0.150. (2) The yield is 0.744. The product is [Br-:34].[Cl:23][C:24]1[CH:25]=[C:26]([O:30][CH2:31][CH2:32][CH2:33][N+:1]23[CH2:6][CH2:5][C:4]([C:9]([OH:10])([C:17]4[CH:22]=[CH:21][CH:20]=[CH:19][CH:18]=4)[C:11]4[CH:12]=[CH:13][CH:14]=[CH:15][CH:16]=4)([CH2:3][CH2:2]2)[CH2:7][CH2:8]3)[CH:27]=[CH:28][CH:29]=1. The catalyst is CC#N. The reactants are [N:1]12[CH2:8][CH2:7][C:4]([C:9]([C:17]3[CH:22]=[CH:21][CH:20]=[CH:19][CH:18]=3)([C:11]3[CH:16]=[CH:15][CH:14]=[CH:13][CH:12]=3)[OH:10])([CH2:5][CH2:6]1)[CH2:3][CH2:2]2.[Cl:23][C:24]1[CH:25]=[C:26]([O:30][CH2:31][CH2:32][CH2:33][Br:34])[CH:27]=[CH:28][CH:29]=1. (3) The reactants are [CH:1]1([C:4]([OH:6])=O)[CH2:3][CH2:2]1.C1C=CC2N(O)N=NC=2C=1.CCN=C=NCCCN(C)C.[N:28]([C@@H:31]1[C@H:35]2[O:36][CH2:37][C@H:38]([NH2:39])[C@H:34]2[O:33][CH2:32]1)=[N+:29]=[N-:30]. The catalyst is CN(C=O)C. The product is [N:28]([C@@H:31]1[C@H:35]2[O:36][CH2:37][C@H:38]([NH:39][C:4]([CH:1]3[CH2:3][CH2:2]3)=[O:6])[C@H:34]2[O:33][CH2:32]1)=[N+:29]=[N-:30]. The yield is 0.690. (4) The catalyst is ClCCl. The reactants are [OH:1][C@H:2]([CH3:16])[CH2:3][NH:4][CH2:5][C@@H:6]([NH:8][C:9](=[O:15])[O:10][C:11]([CH3:14])([CH3:13])[CH3:12])[CH3:7].C(N(C(C)C)CC)(C)C.Cl[C:27]([O:29][CH2:30][C:31]1[CH:36]=[CH:35][CH:34]=[CH:33][CH:32]=1)=[O:28].Cl. The product is [C:11]([O:10][C:9]([NH:8][C@@H:6]([CH3:7])[CH2:5][N:4]([CH2:3][C@H:2]([OH:1])[CH3:16])[C:27](=[O:28])[O:29][CH2:30][C:31]1[CH:36]=[CH:35][CH:34]=[CH:33][CH:32]=1)=[O:15])([CH3:14])([CH3:13])[CH3:12]. The yield is 0.845. (5) The reactants are [F:1][C:2]1[CH:14]=[CH:13][C:12]2[C:11]3[C:6](=[CH:7][CH:8]=[CH:9][C:10]=3[F:15])[NH:5][C:4]=2[CH:3]=1.[OH-].[K+].[CH2:18]([CH:20]1[O:22][CH2:21]1)Br. The catalyst is CN(C)C=O. The product is [F:1][C:2]1[CH:14]=[CH:13][C:12]2[C:11]3[C:6](=[CH:7][CH:8]=[CH:9][C:10]=3[F:15])[N:5]([CH2:18][CH:20]3[CH2:21][O:22]3)[C:4]=2[CH:3]=1. The yield is 0.870. (6) No catalyst specified. The yield is 0.560. The reactants are [I-].[NH2:2][N+:3]1[CH:8]=[CH:7][CH:6]=[CH:5][CH:4]=1.[OH-].[Na+].[C:11](#[N:13])[CH3:12]. The product is [CH3:12][C:11]1[N:13]=[C:4]2[CH:5]=[CH:6][CH:7]=[CH:8][N:3]2[N:2]=1. (7) The reactants are Br[C:2]1[CH:7]=[C:6]([C:8]([CH3:14])([CH3:13])[C:9]([F:12])([F:11])[F:10])[N:5]=[CH:4][C:3]=1[NH:15][C:16](=[O:44])[CH2:17][C:18]1[CH:23]=[CH:22][C:21]([C:24]2[CH:25]=[N:26][C:27]([O:33]CC3C=CC(OC)=CC=3)=[CH:28][C:29]=2[O:30][CH2:31][CH3:32])=[CH:20][C:19]=1[F:43].C(Cl)[Cl:46]. The catalyst is [Pd]. The product is [ClH:46].[CH2:31]([O:30][C:29]1[C:24]([C:21]2[CH:22]=[CH:23][C:18]([CH2:17][C:16]([NH:15][C:3]3[CH:4]=[N:5][C:6]([C:8]([CH3:14])([CH3:13])[C:9]([F:11])([F:12])[F:10])=[CH:7][CH:2]=3)=[O:44])=[C:19]([F:43])[CH:20]=2)=[CH:25][NH:26][C:27](=[O:33])[CH:28]=1)[CH3:32]. The yield is 0.346.